This data is from Peptide-MHC class I binding affinity with 185,985 pairs from IEDB/IMGT. The task is: Regression. Given a peptide amino acid sequence and an MHC pseudo amino acid sequence, predict their binding affinity value. This is MHC class I binding data. The peptide sequence is SRYFGNVRL. The MHC is HLA-B40:01 with pseudo-sequence HLA-B40:01. The binding affinity (normalized) is 0.0847.